Dataset: Forward reaction prediction with 1.9M reactions from USPTO patents (1976-2016). Task: Predict the product of the given reaction. (1) Given the reactants [CH3:1][C@@H:2]1[CH2:6][S:5](=[O:8])(=[O:7])[NH:4][CH2:3]1.[CH:9]1([C:12]2[CH:13]=[C:14]([CH3:33])[C:15]([N:18]3[CH2:23][CH2:22][N:21]([C:24]([C:26]4[CH:31]=[CH:30][C:29](I)=[CH:28][CH:27]=4)=[O:25])[CH2:20][CH2:19]3)=[N:16][CH:17]=2)[CH2:11][CH2:10]1, predict the reaction product. The product is: [CH:9]1([C:12]2[CH:13]=[C:14]([CH3:33])[C:15]([N:18]3[CH2:23][CH2:22][N:21]([C:24]([C:26]4[CH:31]=[CH:30][C:29]([N:4]5[CH2:3][C@H:2]([CH3:1])[CH2:6][S:5]5(=[O:8])=[O:7])=[CH:28][CH:27]=4)=[O:25])[CH2:20][CH2:19]3)=[N:16][CH:17]=2)[CH2:10][CH2:11]1. (2) Given the reactants [F:1][C:2]1[C:25]([O:26][CH3:27])=[CH:24][CH:23]=[C:22]([F:28])[C:3]=1[CH2:4][O:5][C:6]1[C:7]2[N:8]([C:13]([C:17]([O:19]CC)=[O:18])=[C:14]([CH3:16])[N:15]=2)[CH:9]=[C:10]([CH3:12])[CH:11]=1.[OH-].[Na+].Cl, predict the reaction product. The product is: [F:1][C:2]1[C:25]([O:26][CH3:27])=[CH:24][CH:23]=[C:22]([F:28])[C:3]=1[CH2:4][O:5][C:6]1[C:7]2[N:8]([C:13]([C:17]([OH:19])=[O:18])=[C:14]([CH3:16])[N:15]=2)[CH:9]=[C:10]([CH3:12])[CH:11]=1.